From a dataset of Full USPTO retrosynthesis dataset with 1.9M reactions from patents (1976-2016). Predict the reactants needed to synthesize the given product. (1) Given the product [Cl:26][C:5]1[C:4]([N+:9]([O-:11])=[O:10])=[CH:3][C:2]([I:1])=[CH:7][N:6]=1, predict the reactants needed to synthesize it. The reactants are: [I:1][C:2]1[CH:3]=[C:4]([N+:9]([O-:11])=[O:10])[C:5](O)=[N:6][CH:7]=1.C(=O)([O-])O.[Na+].P(Cl)([Cl:26])(OC1C=CC=CC=1)=O. (2) Given the product [BrH:13].[Br-:13].[CH:20]1([CH2:19][CH2:18][CH2:17][CH2:16][CH2:15][CH2:14][N+:1]2[CH:2]=[CH:3][CH:4]=[C:5]([C@@H:7]3[CH2:12][CH2:11][CH2:10][N:8]3[CH3:9])[CH:6]=2)[CH2:25][CH2:24][CH2:23][CH2:22][CH2:21]1, predict the reactants needed to synthesize it. The reactants are: [N:1]1[CH:6]=[C:5]([C@@H:7]2[CH2:12][CH2:11][CH2:10][N:8]2[CH3:9])[CH:4]=[CH:3][CH:2]=1.[Br:13][CH2:14][CH2:15][CH2:16][CH2:17][CH2:18][CH2:19][CH:20]1[CH2:25][CH2:24][CH2:23][CH2:22][CH2:21]1. (3) Given the product [F:3][C:4]1[CH:11]=[CH:10][C:7](/[CH:8]=[C:13]2/[C:12](=[O:20])[CH2:19][CH2:18][CH2:17][CH2:16][CH2:15][CH2:14]/2)=[CH:6][CH:5]=1, predict the reactants needed to synthesize it. The reactants are: [OH-].[K+].[F:3][C:4]1[CH:11]=[CH:10][C:7]([CH:8]=O)=[CH:6][CH:5]=1.[C:12]1(=[O:20])[CH2:19][CH2:18][CH2:17][CH2:16][CH2:15][CH2:14][CH2:13]1.Cl. (4) Given the product [CH3:36][C:33]1[CH:34]=[CH:35][C:30]([CH2:29][O:28][C:25]2[CH:26]=[CH:27][C:22]3[N:21]=[C:20]([C@H:37]4[CH2:42][CH2:41][CH2:40][CH2:39][C@H:38]4[C:43]([OH:45])=[O:44])[N:19]([CH2:18][C:17]4[CH:46]=[C:47]([C:6]5[CH:7]=[CH:8][C:3]([C:2]([F:13])([F:12])[F:1])=[CH:4][CH:5]=5)[CH:48]=[CH:15][CH:16]=4)[C:23]=3[CH:24]=2)=[N:31][CH:32]=1, predict the reactants needed to synthesize it. The reactants are: [F:1][C:2]([F:13])([F:12])[C:3]1[CH:8]=[CH:7][C:6](B(O)O)=[CH:5][CH:4]=1.Br[C:15]1[CH:16]=[C:17]([CH:46]=[CH:47][CH:48]=1)[CH2:18][N:19]1[C:23]2[CH:24]=[C:25]([O:28][CH2:29][C:30]3[CH:35]=[CH:34][C:33]([CH3:36])=[CH:32][N:31]=3)[CH:26]=[CH:27][C:22]=2[N:21]=[C:20]1[C@H:37]1[CH2:42][CH2:41][CH2:40][CH2:39][C@H:38]1[C:43]([OH:45])=[O:44]. (5) Given the product [NH2:26][C:22]1[C:23]([Cl:25])=[CH:24][C:19]([C:18]([NH:17][CH2:16][C@H:12]2[CH2:11][N:10]([CH2:9][CH2:8][CH2:7][CH2:6][CH2:5][C:4]([O:3][C@@H:1]3[CH:34]4[CH2:35][CH2:36][N:31]([CH2:32][CH2:33]4)[CH2:2]3)=[O:30])[CH2:15][CH2:14][O:13]2)=[O:29])=[C:20]([O:27][CH3:28])[CH:21]=1, predict the reactants needed to synthesize it. The reactants are: [CH2:1]([O:3][C:4](=[O:30])[CH2:5][CH2:6][CH2:7][CH2:8][CH2:9][N:10]1[CH2:15][CH2:14][O:13][C@@H:12]([CH2:16][NH:17][C:18](=[O:29])[C:19]2[CH:24]=[C:23]([Cl:25])[C:22]([NH2:26])=[CH:21][C:20]=2[O:27][CH3:28])[CH2:11]1)[CH3:2].[N:31]12CC[CH:34]([CH2:35][CH2:36]1)[CH:33](O)[CH2:32]2. (6) Given the product [CH3:20][O:19][C:18]1[CH:17]=[CH:16][C:5]([CH2:6][CH:7]([C:8]([O:10][CH3:11])=[O:9])[C:12]([O:14][CH3:15])=[O:13])=[CH:4][C:3]=1[CH2:2][O:1][C:30]([NH:29][C:25]1[CH:26]=[CH:27][CH:28]=[C:23]([O:22][CH3:21])[CH:24]=1)=[O:31], predict the reactants needed to synthesize it. The reactants are: [OH:1][CH2:2][C:3]1[CH:4]=[C:5]([CH:16]=[CH:17][C:18]=1[O:19][CH3:20])[CH2:6][CH:7]([C:12]([O:14][CH3:15])=[O:13])[C:8]([O:10][CH3:11])=[O:9].[CH3:21][O:22][C:23]1[CH:24]=[C:25]([N:29]=[C:30]=[O:31])[CH:26]=[CH:27][CH:28]=1.